This data is from Reaction yield outcomes from USPTO patents with 853,638 reactions. The task is: Predict the reaction yield, written as a fraction of the theoretical maximum amount of product (1.0 means a 100% yield; for example, 0.34 means a 34% yield). (1) The reactants are S(Cl)([Cl:3])=O.[C:5]1([C:11]2[NH:12][C:13]3[CH:19]=[C:18]([S:20]([OH:23])(=O)=[O:21])[CH:17]=[CH:16][C:14]=3[N:15]=2)[CH:10]=[CH:9][CH:8]=[CH:7][CH:6]=1. The catalyst is CN(C=O)C. The product is [C:5]1([C:11]2[NH:12][C:13]3[CH:19]=[C:18]([S:20]([Cl:3])(=[O:23])=[O:21])[CH:17]=[CH:16][C:14]=3[N:15]=2)[CH:10]=[CH:9][CH:8]=[CH:7][CH:6]=1. The yield is 0.980. (2) The reactants are [C:1]([C:5]1[CH:10]=[CH:9][C:8]([CH2:11][C:12]#[N:13])=[CH:7][CH:6]=1)([CH3:4])([CH3:3])[CH3:2].C[O:15][C:16]([C:18]1[N:22]([CH3:23])[N:21]=[C:20]([CH3:24])[C:19]=1[CH3:25])=O.C(OCCOCCO)C.CO.C[O-].[Na+]. The catalyst is COCCOCCOC.CCCCCCC. The product is [C:1]([C:5]1[CH:6]=[CH:7][C:8]([CH:11]([C:16]([C:18]2[N:22]([CH3:23])[N:21]=[C:20]([CH3:24])[C:19]=2[CH3:25])=[O:15])[C:12]#[N:13])=[CH:9][CH:10]=1)([CH3:4])([CH3:2])[CH3:3]. The yield is 0.955. (3) The reactants are [CH:1]12[CH2:8][CH2:7][CH:4]([CH2:5][CH2:6]1)[CH2:3][CH:2]2[OH:9]. The catalyst is ClC(Cl)C. The product is [CH:1]12[CH2:8][CH2:7][CH:4]([CH2:5][CH2:6]1)[CH2:3][C:2]2=[O:9]. The yield is 0.870. (4) The reactants are [CH:1]1([C:4]2[C:5]([O:14][CH2:15][C:16]([F:19])([F:18])[F:17])=[CH:6][C:7]([C:10](=[N:12][OH:13])[NH2:11])=[N:8][CH:9]=2)[CH2:3][CH2:2]1.[CH:20](OCC)(OCC)OCC.B(F)(F)F.CCOCC.C([O-])(O)=O.[Na+]. The catalyst is B(F)(F)F.CCOCC.C(Cl)Cl. The product is [CH:1]1([C:4]2[C:5]([O:14][CH2:15][C:16]([F:19])([F:17])[F:18])=[CH:6][C:7]([C:10]3[N:11]=[CH:20][O:13][N:12]=3)=[N:8][CH:9]=2)[CH2:3][CH2:2]1. The yield is 0.770. (5) The reactants are COCCOC.Br[CH2:8][C:9]1[O:13][N:12]=[C:11]([C:14]([O:16][CH2:17][CH3:18])=[O:15])[CH:10]=1.[F:19][C:20]1[CH:25]=[CH:24][C:23]([F:26])=[CH:22][C:21]=1B(O)O.C(=O)([O-])[O-].[Na+].[Na+]. The catalyst is C1C=CC([P]([Pd]([P](C2C=CC=CC=2)(C2C=CC=CC=2)C2C=CC=CC=2)([P](C2C=CC=CC=2)(C2C=CC=CC=2)C2C=CC=CC=2)[P](C2C=CC=CC=2)(C2C=CC=CC=2)C2C=CC=CC=2)(C2C=CC=CC=2)C2C=CC=CC=2)=CC=1.O. The product is [F:19][C:20]1[CH:25]=[CH:24][C:23]([F:26])=[CH:22][C:21]=1[CH2:8][C:9]1[O:13][N:12]=[C:11]([C:14]([O:16][CH2:17][CH3:18])=[O:15])[CH:10]=1. The yield is 0.590.